This data is from Reaction yield outcomes from USPTO patents with 853,638 reactions. The task is: Predict the reaction yield, written as a fraction of the theoretical maximum amount of product (1.0 means a 100% yield; for example, 0.34 means a 34% yield). (1) The reactants are Br[C:2]1[CH:3]=[CH:4][C:5]2[O:10][C:9]([F:12])([F:11])[O:8][C:7]([F:14])([F:13])[C:6]=2[CH:15]=1. The catalyst is CO.CC#N.CCN(CC)CC.C1C=CC([P]([Pd]([P](C2C=CC=CC=2)(C2C=CC=CC=2)C2C=CC=CC=2)([P](C2C=CC=CC=2)(C2C=CC=CC=2)C2C=CC=CC=2)[P](C2C=CC=CC=2)(C2C=CC=CC=2)C2C=CC=CC=2)(C2C=CC=CC=2)C2C=CC=CC=2)=CC=1. The product is [CH3:7][O:8][C:9]([C:2]1[CH:3]=[CH:4][C:5]2[O:10][C:9]([F:12])([F:11])[O:8][C:7]([F:14])([F:13])[C:6]=2[CH:15]=1)=[O:10]. The yield is 0.850. (2) The reactants are [Br:1][C:2]1[CH:7]=[CH:6][C:5]([CH2:8][C:9]#N)=[C:4]([Cl:11])[CH:3]=1.[CH3:12][OH:13].Cl.[OH2:15]. No catalyst specified. The product is [CH3:12][O:13][C:9](=[O:15])[CH2:8][C:5]1[CH:6]=[CH:7][C:2]([Br:1])=[CH:3][C:4]=1[Cl:11]. The yield is 0.800. (3) The reactants are [C:1]1([C@@H:7]2[CH2:10][C@H:9]([NH2:11])[CH2:8]2)[CH:6]=[CH:5][CH:4]=[CH:3][CH:2]=1.[N+](N1[CH:19]=[C:18]([N+:20]([O-:22])=[O:21])[N:17]=[CH:16]1)([O-])=O. No catalyst specified. The product is [N+:20]([C:18]1[N:17]=[CH:16][N:11]([C@H:9]2[CH2:8][C@@H:7]([C:1]3[CH:6]=[CH:5][CH:4]=[CH:3][CH:2]=3)[CH2:10]2)[CH:19]=1)([O-:22])=[O:21]. The yield is 0.460.